Dataset: NCI-60 drug combinations with 297,098 pairs across 59 cell lines. Task: Regression. Given two drug SMILES strings and cell line genomic features, predict the synergy score measuring deviation from expected non-interaction effect. (1) Drug 1: CC12CCC(CC1=CCC3C2CCC4(C3CC=C4C5=CN=CC=C5)C)O. Drug 2: CCC1=C2CN3C(=CC4=C(C3=O)COC(=O)C4(CC)O)C2=NC5=C1C=C(C=C5)O. Cell line: A498. Synergy scores: CSS=18.7, Synergy_ZIP=-7.30, Synergy_Bliss=5.46, Synergy_Loewe=-24.5, Synergy_HSA=3.66. (2) Drug 1: N.N.Cl[Pt+2]Cl. Drug 2: CC1C(C(CC(O1)OC2CC(CC3=C2C(=C4C(=C3O)C(=O)C5=CC=CC=C5C4=O)O)(C(=O)C)O)N)O. Cell line: K-562. Synergy scores: CSS=28.1, Synergy_ZIP=6.71, Synergy_Bliss=6.13, Synergy_Loewe=-34.2, Synergy_HSA=0.229. (3) Drug 1: CC12CCC(CC1=CCC3C2CCC4(C3CC=C4C5=CN=CC=C5)C)O. Drug 2: COC1=C2C(=CC3=C1OC=C3)C=CC(=O)O2. Cell line: HOP-92. Synergy scores: CSS=1.57, Synergy_ZIP=0.973, Synergy_Bliss=3.76, Synergy_Loewe=0.00479, Synergy_HSA=1.09. (4) Drug 1: CN(CC1=CN=C2C(=N1)C(=NC(=N2)N)N)C3=CC=C(C=C3)C(=O)NC(CCC(=O)O)C(=O)O. Drug 2: CC(C)CN1C=NC2=C1C3=CC=CC=C3N=C2N. Cell line: T-47D. Synergy scores: CSS=6.95, Synergy_ZIP=-3.94, Synergy_Bliss=-4.38, Synergy_Loewe=3.67, Synergy_HSA=-2.43. (5) Drug 1: C1=CN(C=N1)CC(O)(P(=O)(O)O)P(=O)(O)O. Drug 2: CC12CCC3C(C1CCC2OP(=O)(O)O)CCC4=C3C=CC(=C4)OC(=O)N(CCCl)CCCl.[Na+]. Cell line: SR. Synergy scores: CSS=20.6, Synergy_ZIP=3.35, Synergy_Bliss=3.50, Synergy_Loewe=-1.33, Synergy_HSA=0.578. (6) Drug 1: CCN(CC)CCCC(C)NC1=C2C=C(C=CC2=NC3=C1C=CC(=C3)Cl)OC. Drug 2: COCCOC1=C(C=C2C(=C1)C(=NC=N2)NC3=CC=CC(=C3)C#C)OCCOC.Cl. Cell line: SK-OV-3. Synergy scores: CSS=15.3, Synergy_ZIP=-8.80, Synergy_Bliss=-4.02, Synergy_Loewe=-2.85, Synergy_HSA=-1.77. (7) Drug 1: CN1C2=C(C=C(C=C2)N(CCCl)CCCl)N=C1CCCC(=O)O.Cl. Drug 2: B(C(CC(C)C)NC(=O)C(CC1=CC=CC=C1)NC(=O)C2=NC=CN=C2)(O)O. Cell line: COLO 205. Synergy scores: CSS=52.6, Synergy_ZIP=2.26, Synergy_Bliss=1.28, Synergy_Loewe=-4.80, Synergy_HSA=3.99. (8) Drug 1: CN(C(=O)NC(C=O)C(C(C(CO)O)O)O)N=O. Drug 2: C1CNP(=O)(OC1)N(CCCl)CCCl. Cell line: HOP-92. Synergy scores: CSS=0.587, Synergy_ZIP=-0.0112, Synergy_Bliss=-0.439, Synergy_Loewe=-2.39, Synergy_HSA=-2.49. (9) Drug 1: CN(C)N=NC1=C(NC=N1)C(=O)N. Drug 2: C1=NC2=C(N=C(N=C2N1C3C(C(C(O3)CO)O)O)F)N. Cell line: HOP-62. Synergy scores: CSS=19.1, Synergy_ZIP=-3.54, Synergy_Bliss=-1.73, Synergy_Loewe=-18.7, Synergy_HSA=-4.75.